This data is from Forward reaction prediction with 1.9M reactions from USPTO patents (1976-2016). The task is: Predict the product of the given reaction. (1) Given the reactants [C:1]1([CH:7](Br)[C:8]2[CH:13]=[CH:12][CH:11]=[CH:10][CH:9]=2)[CH:6]=[CH:5][CH:4]=[CH:3][CH:2]=1.[NH:15]1[CH2:20][CH2:19][O:18][CH2:17][CH2:16]1.C(N(CC)CC)C, predict the reaction product. The product is: [CH:7]([N:15]1[CH2:20][CH2:19][O:18][CH2:17][CH2:16]1)([C:8]1[CH:13]=[CH:12][CH:11]=[CH:10][CH:9]=1)[C:1]1[CH:6]=[CH:5][CH:4]=[CH:3][CH:2]=1. (2) Given the reactants CON(C)[C:4]([C:6]1[CH:7]=[CH:8][CH:9]=[C:10]2[C:15]=1[N:14]=[CH:13][CH:12]=[CH:11]2)=[O:5].[CH3:17][Mg]I.C(OCC)C, predict the reaction product. The product is: [N:14]1[C:15]2[C:10](=[CH:9][CH:8]=[CH:7][C:6]=2[C:4](=[O:5])[CH3:17])[CH:11]=[CH:12][CH:13]=1. (3) Given the reactants Cl[C:2]1[CH:7]=[C:6]([Cl:8])[CH:5]=[C:4]([Cl:9])[N:3]=1.[Br-].[S:11]1[CH:15]=[CH:14][N:13]=[C:12]1[Zn+].C1COCC1.C(Cl)Cl, predict the reaction product. The product is: [Cl:8][C:6]1[CH:5]=[C:4]([Cl:9])[N:3]=[C:2]([C:12]2[S:11][CH:15]=[CH:14][N:13]=2)[CH:7]=1. (4) Given the reactants Br[C:2]1[S:6][C:5]([C:7]([O:9][CH2:10][CH3:11])=[O:8])=[C:4]([CH3:12])[CH:3]=1.BrC1C(C)=C(C(OCC)=O)SC=1.[Cu](C#N)[C:26]#[N:27], predict the reaction product. The product is: [C:26]([C:2]1[S:6][C:5]([C:7]([O:9][CH2:10][CH3:11])=[O:8])=[C:4]([CH3:12])[CH:3]=1)#[N:27]. (5) Given the reactants [C:1]([O:5][C:6]([N:8]1[CH2:13][CH2:12][CH:11]([CH2:14][CH2:15][CH2:16][CH:17]([O:23][Si](C(C)(C)C)(C)C)[C:18]2[O:19][CH:20]=[CH:21][N:22]=2)[CH2:10][CH2:9]1)=[O:7])([CH3:4])([CH3:3])[CH3:2].C([O:35][C:36](N1CCC(CCCC(O)C2OC=CN=2)CC1)=[O:37])(C)(C)C.N1C=CN=C1.[Si](Cl)(C(C)(C)C)(C)C, predict the reaction product. The product is: [C:1]([O:5][C:6]([N:8]1[CH2:13][CH2:12][CH:11]([CH2:14][CH2:15][CH2:16][C:17]([C:18]2[O:19][C:20]([C:36]([OH:37])=[O:35])=[CH:21][N:22]=2)=[O:23])[CH2:10][CH2:9]1)=[O:7])([CH3:4])([CH3:2])[CH3:3]. (6) Given the reactants [O:1]=C[C@@H]([C@H]([C@@H]([C@@H](CO)O)O)O)O.[CH3:13][C:14]1[N:24]=[C:23]2[N:18]([CH2:19][CH2:20][CH2:21][CH2:22]2)[C:16](=[O:17])[C:15]=1[CH2:25][CH2:26][N:27]1[CH2:32][CH2:31][CH:30]([C:33]2[C:34]3[CH:35]=[CH:36][C:37]([F:42])=[CH:38][C:39]=3[O:40][N:41]=2)[CH2:29][CH2:28]1, predict the reaction product. The product is: [CH3:13][C:14]1[N:24]=[C:23]2[N:18]([CH2:19][CH2:20][CH2:21][CH:22]2[OH:1])[C:16](=[O:17])[C:15]=1[CH2:25][CH2:26][N:27]1[CH2:32][CH2:31][CH:30]([C:33]2[C:34]3[CH:35]=[CH:36][C:37]([F:42])=[CH:38][C:39]=3[O:40][N:41]=2)[CH2:29][CH2:28]1. (7) Given the reactants C([NH:8][CH:9]1[C:17]2[C:12](=[CH:13][CH:14]=[C:15]([F:18])[CH:16]=2)[CH2:11][CH2:10]1)C1C=CC=CC=1, predict the reaction product. The product is: [F:18][C:15]1[CH:16]=[C:17]2[C:12]([CH2:11][CH2:10][CH:9]2[NH2:8])=[CH:13][CH:14]=1. (8) Given the reactants [CH3:1][NH:2][C:3]1[N:8]=[C:7]([CH2:9][CH2:10][OH:11])[CH:6]=[CH:5][CH:4]=1.C1C=CC(P(C2C=CC=CC=2)C2C=CC=CC=2)=CC=1.O[C:32]1[CH:37]=[CH:36][C:35]([CH:38]2[CH2:40][CH:39]2[CH2:41][C:42]([O:44]CC)=[O:43])=[CH:34][CH:33]=1.N(C(OC(C)C)=O)=NC(OC(C)C)=O.[C:61]([OH:67])([C:63]([F:66])([F:65])[F:64])=[O:62], predict the reaction product. The product is: [F:64][C:63]([F:66])([F:65])[C:61]([OH:67])=[O:62].[CH3:1][NH:2][C:3]1[N:8]=[C:7]([CH2:9][CH2:10][O:11][C:32]2[CH:37]=[CH:36][C:35]([CH:38]3[CH2:40][CH:39]3[CH2:41][C:42]([OH:44])=[O:43])=[CH:34][CH:33]=2)[CH:6]=[CH:5][CH:4]=1.